Dataset: Catalyst prediction with 721,799 reactions and 888 catalyst types from USPTO. Task: Predict which catalyst facilitates the given reaction. (1) Reactant: [Cl:1][C:2]1[CH:7]=[C:6]([Cl:8])[CH:5]=[CH:4][C:3]=1[N:9]1[C:13]([C:14]2[CH:19]=[CH:18][C:17]([I:20])=[CH:16][CH:15]=2)=[C:12]([CH3:21])[C:11]([C:22]([O:24]CC)=[O:23])=[N:10]1.[OH-].[Li+]. Product: [Cl:1][C:2]1[CH:7]=[C:6]([Cl:8])[CH:5]=[CH:4][C:3]=1[N:9]1[C:13]([C:14]2[CH:19]=[CH:18][C:17]([I:20])=[CH:16][CH:15]=2)=[C:12]([CH3:21])[C:11]([C:22]([OH:24])=[O:23])=[N:10]1. The catalyst class is: 87. (2) The catalyst class is: 5. Reactant: C(OC([N:6]1[CH:15]=[C:14]([CH:16]=[O:17])[C:13]2[C:8](=[CH:9][C:10]([O:22][CH3:23])=[C:11]([O:18]C(=O)C)[CH:12]=2)[CH:7]1[CH2:24][C:25]1[CH:30]=[CH:29][CH:28]=[C:27]([O:31][CH2:32][CH3:33])[CH:26]=1)=O)C.[OH-].[K+]. Product: [OH:18][C:11]1[CH:12]=[C:13]2[C:8](=[CH:9][C:10]=1[O:22][CH3:23])[CH:7]([CH2:24][C:25]1[CH:30]=[CH:29][CH:28]=[C:27]([O:31][CH2:32][CH3:33])[CH:26]=1)[NH:6][CH:15]=[C:14]2[CH:16]=[O:17]. (3) Reactant: [NH:1]1[C:9]2[C:4](=[CH:5][CH:6]=[CH:7][CH:8]=2)[C:3]([CH:10]=[O:11])=[CH:2]1.[Cl:12][C:13]1[CH:18]=[C:17]([Cl:19])[CH:16]=[CH:15][C:14]=1[S:20](Cl)(=[O:22])=[O:21].C(N(C(C)C)CC)(C)C.C(=O)([O-])O.[Na+]. The catalyst class is: 2. Product: [Cl:12][C:13]1[CH:18]=[C:17]([Cl:19])[CH:16]=[CH:15][C:14]=1[S:20]([N:1]1[C:9]2[C:4](=[CH:5][CH:6]=[CH:7][CH:8]=2)[C:3]([CH:10]=[O:11])=[CH:2]1)(=[O:22])=[O:21]. (4) Reactant: [CH3:1][N:2]1[C:6]2[CH:7]=[CH:8][C:9]([O:11][CH2:12][C:13]([OH:15])=O)=[CH:10][C:5]=2[N:4]=[CH:3]1.C1C=CC2N(O)N=NC=2C=1.CCN=C=NCCCN(C)C.[NH2:37][CH2:38][CH:39]([OH:51])[CH2:40][N:41]1[CH2:50][CH2:49][C:48]2[C:43](=[CH:44][CH:45]=[CH:46][CH:47]=2)[CH2:42]1. Product: [CH2:42]1[C:43]2[C:48](=[CH:47][CH:46]=[CH:45][CH:44]=2)[CH2:49][CH2:50][N:41]1[CH2:40][CH:39]([OH:51])[CH2:38][NH:37][C:13](=[O:15])[CH2:12][O:11][C:9]1[CH:8]=[CH:7][C:6]2[N:2]([CH3:1])[CH:3]=[N:4][C:5]=2[CH:10]=1. The catalyst class is: 3. (5) Reactant: C([O:5][C:6](=[O:29])[CH:7]1[CH2:11][CH2:10][CH2:9][N:8]1[C:12]([C:14]1[CH:23]=[C:22]2[C:17]([C:18]([Cl:28])=[CH:19][N:20]=[C:21]2[NH:24][C:25]([NH2:27])=[NH:26])=[CH:16][CH:15]=1)=[O:13])(C)(C)C.[C:30]([C:34]([OH:36])=[O:35])([F:33])([F:32])[F:31]. Product: [F:31][C:30]([F:33])([F:32])[C:34]([OH:36])=[O:35].[Cl:28][C:18]1[C:17]2[C:22](=[CH:23][C:14]([C:12]([N:8]3[CH2:9][CH2:10][CH2:11][CH:7]3[C:6]([OH:29])=[O:5])=[O:13])=[CH:15][CH:16]=2)[C:21]([NH:24][C:25]([NH2:27])=[NH:26])=[N:20][CH:19]=1. The catalyst class is: 11.